Dataset: Full USPTO retrosynthesis dataset with 1.9M reactions from patents (1976-2016). Task: Predict the reactants needed to synthesize the given product. (1) Given the product [O:8]=[C:2]1[C:3](=[O:5])[N:17]([C:14]2[CH:13]=[CH:12][C:11]([C:9]#[N:10])=[CH:16][CH:15]=2)[C:18](=[S:19])[N:20]1[CH:21]([CH3:26])[C:22]([CH3:25])([CH3:24])[CH3:23], predict the reactants needed to synthesize it. The reactants are: Cl[C:2](=[O:8])[C:3]([O:5]CC)=O.[C:9]([C:11]1[CH:16]=[CH:15][C:14]([NH:17][C:18]([NH:20][CH:21]([CH3:26])[C:22]([CH3:25])([CH3:24])[CH3:23])=[S:19])=[CH:13][CH:12]=1)#[N:10]. (2) Given the product [Cl:22][C:14]1[C:15]([F:21])=[CH:16][CH:17]=[C:18]([O:19][CH3:20])[C:13]=1[C@H:11]([C:10]1[C:4]2[C:5](=[N:6][CH:7]=[C:2]([C:28]3[C:24]([CH3:23])=[N:25][N:26]([CH2:39][C:40]([CH3:41])([OH:42])[CH3:43])[C:27]=3[CH3:38])[CH:3]=2)[NH:8][CH:9]=1)[CH3:12], predict the reactants needed to synthesize it. The reactants are: Br[C:2]1[CH:3]=[C:4]2[C:10]([C@@H:11]([C:13]3[C:18]([O:19][CH3:20])=[CH:17][CH:16]=[C:15]([F:21])[C:14]=3[Cl:22])[CH3:12])=[CH:9][NH:8][C:5]2=[N:6][CH:7]=1.[CH3:23][C:24]1[C:28](B2OC(C)(C)C(C)(C)O2)=[C:27]([CH3:38])[N:26]([CH2:39][C:40]([CH3:43])([OH:42])[CH3:41])[N:25]=1.C([O-])([O-])=O.[K+].[K+].O1CCOCC1. (3) Given the product [C:6]([C:8]1([CH2:21][CH2:22][O:23][S:25]([CH3:24])(=[O:27])=[O:26])[CH2:13][CH2:12][N:11]([C:14]([O:16][C:17]([CH3:18])([CH3:19])[CH3:20])=[O:15])[CH2:10][CH2:9]1)#[N:7], predict the reactants needed to synthesize it. The reactants are: O1CCCC1.[C:6]([C:8]1([CH2:21][CH2:22][OH:23])[CH2:13][CH2:12][N:11]([C:14]([O:16][C:17]([CH3:20])([CH3:19])[CH3:18])=[O:15])[CH2:10][CH2:9]1)#[N:7].[CH3:24][S:25](Cl)(=[O:27])=[O:26].C(=O)([O-])O.[Na+]. (4) Given the product [CH:13]1([C:19]2[C:20]3[CH:21]=[CH:22][C:23]([C:39]([NH:47][S:44]([N:43]([CH3:48])[CH3:42])(=[O:46])=[O:45])=[O:40])=[CH:24][C:25]=3[N:26]3[CH2:32][C@H:31]([OH:33])[C@H:30]([OH:34])[C:29]4[CH:35]=[CH:36][CH:37]=[CH:38][C:28]=4[C:27]=23)[CH2:18][CH2:17][CH2:16][CH2:15][CH2:14]1, predict the reactants needed to synthesize it. The reactants are: Cl.CN(C)CCCN=C=NCC.[CH:13]1([C:19]2[C:20]3[CH:21]=[CH:22][C:23]([C:39](O)=[O:40])=[CH:24][C:25]=3[N:26]3[CH2:32][C@H:31]([OH:33])[C@H:30]([OH:34])[C:29]4[CH:35]=[CH:36][CH:37]=[CH:38][C:28]=4[C:27]=23)[CH2:18][CH2:17][CH2:16][CH2:15][CH2:14]1.[CH3:42][N:43]([CH3:48])[S:44]([NH2:47])(=[O:46])=[O:45].